This data is from Full USPTO retrosynthesis dataset with 1.9M reactions from patents (1976-2016). The task is: Predict the reactants needed to synthesize the given product. (1) Given the product [Br:1][C:2]1[CH:3]=[CH:4][C:5]([NH:8][CH2:12][C:11]2[CH:14]=[CH:15][CH:16]=[CH:17][C:10]=2[F:9])=[N:6][CH:7]=1, predict the reactants needed to synthesize it. The reactants are: [Br:1][C:2]1[CH:3]=[CH:4][C:5]([NH2:8])=[N:6][CH:7]=1.[F:9][C:10]1[CH:17]=[CH:16][CH:15]=[CH:14][C:11]=1[CH:12]=O.C([SiH](CC)CC)C.FC(F)(F)C(O)=O.C(=O)([O-])[O-].[K+].[K+]. (2) Given the product [NH2:20][CH2:3][C@H:2]([OH:1])[CH2:4][N:5]1[C:11]2[CH:12]=[CH:13][CH:14]=[CH:15][C:10]=2[CH2:9][CH2:8][C:7]2[CH:16]=[CH:17][CH:18]=[CH:19][C:6]1=2, predict the reactants needed to synthesize it. The reactants are: [O:1]1[CH2:3][C@H:2]1[CH2:4][N:5]1[C:11]2[CH:12]=[CH:13][CH:14]=[CH:15][C:10]=2[CH2:9][CH2:8][C:7]2[CH:16]=[CH:17][CH:18]=[CH:19][C:6]1=2.[N-:20]=[N+]=[N-].[Na+].[Cl-].[NH4+].C1C=CC(P(C2C=CC=CC=2)C2C=CC=CC=2)=CC=1. (3) Given the product [NH2:23][C:22](=[NH:17])[N:1]1[CH2:6][CH2:5][CH2:4][CH:3]([CH2:7][NH:8][C:9](=[O:15])[O:10][C:11]([CH3:12])([CH3:14])[CH3:13])[CH2:2]1, predict the reactants needed to synthesize it. The reactants are: [NH:1]1[CH2:6][CH2:5][CH2:4][CH:3]([CH2:7][NH:8][C:9](=[O:15])[O:10][C:11]([CH3:14])([CH3:13])[CH3:12])[CH2:2]1.Cl.[N:17]1([C:22](=N)[NH2:23])C=CC=N1.C(N(C(C)C)CC)(C)C. (4) Given the product [Cl:2][C:3]1[CH:4]=[CH:5][C:6]2[N:7]([C:9]([CH2:19][NH:21][C:22]3[N:27]=[C:26]([CH:28]4[CH2:32][CH2:31][CH2:30][N:29]4[C:33]([O:35][C:36]([CH3:39])([CH3:38])[CH3:37])=[O:34])[CH:25]=[CH:24][N:23]=3)=[C:10]([C:12]3[CH:17]=[CH:16][C:15]([F:18])=[CH:14][CH:13]=3)[N:11]=2)[CH:8]=1, predict the reactants needed to synthesize it. The reactants are: Cl.[Cl:2][C:3]1[CH:4]=[CH:5][C:6]2[N:7]([C:9]([CH2:19]Cl)=[C:10]([C:12]3[CH:17]=[CH:16][C:15]([F:18])=[CH:14][CH:13]=3)[N:11]=2)[CH:8]=1.[NH2:21][C:22]1[N:27]=[C:26]([CH:28]2[CH2:32][CH2:31][CH2:30][N:29]2[C:33]([O:35][C:36]([CH3:39])([CH3:38])[CH3:37])=[O:34])[CH:25]=[CH:24][N:23]=1.C(=O)([O-])[O-].[K+].[K+]. (5) Given the product [CH2:58]([O:57][C:55]([CH:52]1[CH2:53][CH2:54][C:49]([C:33]2[C:34]3[O:39][CH2:38][CH2:37][O:36][C:35]=3[C:30]([O:29][CH3:28])=[CH:31][CH:32]=2)=[CH:50][CH2:51]1)=[O:56])[CH3:59], predict the reactants needed to synthesize it. The reactants are: C1(P(C2C=CC=CC=2)C2C=CC=CC=2)C=CC=CC=1.[Br-].[Li+].C(=O)([O-])[O-].[Na+].[Na+].[CH3:28][O:29][C:30]1[C:35]2[O:36][CH2:37][CH2:38][O:39][C:34]=2[C:33](OB(O)O)=[CH:32][CH:31]=1.FC(F)(F)S([C:49]1[CH2:54][CH2:53][CH:52]([C:55]([O:57][CH2:58][CH3:59])=[O:56])[CH2:51][CH:50]=1)(=O)=O. (6) Given the product [C:3]1([CH:9]([C:22]2[CH:27]=[CH:26][CH:25]=[CH:24][CH:23]=2)[CH:10]2[CH2:11][CH2:12][N:13]([CH2:16][CH2:17][C:18]([O:31][CH:28]([CH3:30])[CH3:29])=[O:19])[CH2:14][CH2:15]2)[CH:4]=[CH:5][CH:6]=[CH:7][CH:8]=1, predict the reactants needed to synthesize it. The reactants are: [H-].[Na+].[C:3]1([CH:9]([C:22]2[CH:27]=[CH:26][CH:25]=[CH:24][CH:23]=2)[CH:10]2[CH2:15][CH2:14][N:13]([CH2:16][CH2:17][C:18](OC)=[O:19])[CH2:12][CH2:11]2)[CH:8]=[CH:7][CH:6]=[CH:5][CH:4]=1.[CH:28]([OH:31])([CH3:30])[CH3:29].